This data is from Full USPTO retrosynthesis dataset with 1.9M reactions from patents (1976-2016). The task is: Predict the reactants needed to synthesize the given product. (1) Given the product [Cl:1][C:2]1[CH:7]=[C:6]([CH2:8][CH2:9][NH:10][C:11]2[N:16]=[C:15]([C:17]3[CH:18]=[C:19]([CH:20]=[CH:21][CH:22]=3)[CH2:23][N:24]([CH:25]([CH3:26])[CH3:27])[C:36]([CH:33]3[CH2:34][CH2:35][N:30]([CH3:29])[CH2:31][CH2:32]3)=[O:37])[CH:14]=[CH:13][N:12]=2)[CH:5]=[CH:4][C:3]=1[OH:28], predict the reactants needed to synthesize it. The reactants are: [Cl:1][C:2]1[CH:7]=[C:6]([CH2:8][CH2:9][NH:10][C:11]2[N:16]=[C:15]([C:17]3[CH:22]=[CH:21][CH:20]=[C:19]([CH2:23][NH:24][CH:25]([CH3:27])[CH3:26])[CH:18]=3)[CH:14]=[CH:13][N:12]=2)[CH:5]=[CH:4][C:3]=1[OH:28].[CH3:29][N:30]1[CH2:35][CH2:34][CH:33]([C:36](O)=[O:37])[CH2:32][CH2:31]1. (2) Given the product [NH2:46][C:20]1[C:19]2[N:18]([C:17]([CH:25]3[CH2:28][CH:27]([CH2:29][OH:30])[CH2:26]3)=[N:16][C:15]=2[C:11]2[CH:12]=[CH:13][CH:14]=[C:9]([O:8][CH2:1][C:2]3[CH:7]=[CH:6][CH:5]=[CH:4][CH:3]=3)[CH:10]=2)[CH:23]=[CH:22][N:21]=1, predict the reactants needed to synthesize it. The reactants are: [CH2:1]([O:8][C:9]1[CH:10]=[C:11]([C:15]2[N:16]=[C:17]([CH:25]3[CH2:28][CH:27]([CH2:29][OH:30])[CH2:26]3)[N:18]3[CH:23]=[CH:22][N:21]=[C:20](Cl)[C:19]=23)[CH:12]=[CH:13][CH:14]=1)[C:2]1[CH:7]=[CH:6][CH:5]=[CH:4][CH:3]=1.C(OC1C=C(C2[N:46]=C(C3CC(=C)C3)N3C=CN=C(Cl)C=23)C=CC=1)C1C=CC=CC=1.B1C2CCCC1CCC2.[OH-].[Na+].OO.